Task: Regression. Given two drug SMILES strings and cell line genomic features, predict the synergy score measuring deviation from expected non-interaction effect.. Dataset: Merck oncology drug combination screen with 23,052 pairs across 39 cell lines (1) Drug 1: COC1=C2CC(C)CC(OC)C(O)C(C)C=C(C)C(OC(N)=O)C(OC)C=CC=C(C)C(=O)NC(=CC1=O)C2=O. Drug 2: CCC1(O)C(=O)OCc2c1cc1n(c2=O)Cc2cc3c(CN(C)C)c(O)ccc3nc2-1. Cell line: UACC62. Synergy scores: synergy=-9.44. (2) Drug 1: C#Cc1cccc(Nc2ncnc3cc(OCCOC)c(OCCOC)cc23)c1. Drug 2: COC1CC2CCC(C)C(O)(O2)C(=O)C(=O)N2CCCCC2C(=O)OC(C(C)CC2CCC(OP(C)(C)=O)C(OC)C2)CC(=O)C(C)C=C(C)C(O)C(OC)C(=O)C(C)CC(C)C=CC=CC=C1C. Cell line: NCIH23. Synergy scores: synergy=40.6. (3) Drug 1: CN(Cc1cnc2nc(N)nc(N)c2n1)c1ccc(C(=O)NC(CCC(=O)O)C(=O)O)cc1. Drug 2: CC(C)CC(NC(=O)C(Cc1ccccc1)NC(=O)c1cnccn1)B(O)O. Cell line: VCAP. Synergy scores: synergy=-17.7. (4) Drug 1: CN(Cc1cnc2nc(N)nc(N)c2n1)c1ccc(C(=O)NC(CCC(=O)O)C(=O)O)cc1. Drug 2: O=C(CCCCCCC(=O)Nc1ccccc1)NO. Cell line: LNCAP. Synergy scores: synergy=-10.1. (5) Drug 1: Nc1ccn(C2OC(CO)C(O)C2(F)F)c(=O)n1. Drug 2: CNC(=O)c1cc(Oc2ccc(NC(=O)Nc3ccc(Cl)c(C(F)(F)F)c3)cc2)ccn1. Cell line: NCIH2122. Synergy scores: synergy=-6.31.